This data is from Forward reaction prediction with 1.9M reactions from USPTO patents (1976-2016). The task is: Predict the product of the given reaction. Given the reactants [O:1]([C:8]1[CH:16]=[CH:15][CH:14]=[CH:13][C:9]=1[C:10]([OH:12])=O)[C:2]1[CH:7]=[CH:6][CH:5]=[CH:4][CH:3]=1.[NH2:17][C@@H:18]1[C@H:22]2[O:23][CH2:24][C@H:25]([NH:26][C:27]([CH:29]3[CH2:31][CH2:30]3)=[O:28])[C@H:21]2[O:20][CH2:19]1, predict the reaction product. The product is: [CH:29]1([C:27]([NH:26][C@@H:25]2[C@H:21]3[O:20][CH2:19][C@H:18]([NH:17][C:10](=[O:12])[C:9]4[CH:13]=[CH:14][CH:15]=[CH:16][C:8]=4[O:1][C:2]4[CH:3]=[CH:4][CH:5]=[CH:6][CH:7]=4)[C@H:22]3[O:23][CH2:24]2)=[O:28])[CH2:30][CH2:31]1.